From a dataset of Forward reaction prediction with 1.9M reactions from USPTO patents (1976-2016). Predict the product of the given reaction. (1) Given the reactants Br[C:2]1[CH:7]=[CH:6][C:5]([C:8]2([CH2:14][OH:15])[CH2:13][CH2:12][O:11][CH2:10][CH2:9]2)=[CH:4][CH:3]=1.[B:16]1([B:16]2[O:20][C:19]([CH3:22])([CH3:21])[C:18]([CH3:24])([CH3:23])[O:17]2)[O:20][C:19]([CH3:22])([CH3:21])[C:18]([CH3:24])([CH3:23])[O:17]1.C([O-])(=O)C.[K+].C(Cl)Cl, predict the reaction product. The product is: [CH3:23][C:18]1([CH3:24])[C:19]([CH3:22])([CH3:21])[O:20][B:16]([C:2]2[CH:7]=[CH:6][C:5]([C:8]3([CH2:14][OH:15])[CH2:13][CH2:12][O:11][CH2:10][CH2:9]3)=[CH:4][CH:3]=2)[O:17]1. (2) Given the reactants [CH2:1]([C:3]1([CH2:7][OH:8])[CH2:6][O:5][CH2:4]1)[CH3:2].C(OC1C(OC(=O)C)=C(I)C=CC=1)(=[O:11])C.CC1(C)N([O])C(C)(C)CCC1.[OH-].[Na+], predict the reaction product. The product is: [CH2:1]([C:3]1([C:7]([OH:11])=[O:8])[CH2:6][O:5][CH2:4]1)[CH3:2]. (3) Given the reactants C(OC([N:8]1[CH2:11][C:10]2([CH2:14][N:13]([C:15]3[CH:20]=[N:19][CH:18]=[C:17]([C:21]4[CH:22]=[C:23]5[C:28](=[CH:29][CH:30]=4)[N:27]([CH3:31])[C:26](=[O:32])[CH2:25][CH2:24]5)[N:16]=3)[CH2:12]2)[CH2:9]1)=O)(C)(C)C.[C:33]([OH:39])([C:35]([F:38])([F:37])[F:36])=[O:34], predict the reaction product. The product is: [F:36][C:35]([F:38])([F:37])[C:33]([OH:39])=[O:34].[CH2:12]1[C:10]2([CH2:9][NH:8][CH2:11]2)[CH2:14][N:13]1[C:15]1[N:16]=[C:17]([C:21]2[CH:22]=[C:23]3[C:28](=[CH:29][CH:30]=2)[N:27]([CH3:31])[C:26](=[O:32])[CH2:25][CH2:24]3)[CH:18]=[N:19][CH:20]=1. (4) Given the reactants [Cl:1][C:2]1[CH:26]=[C:25]([O:27][CH3:28])[CH:24]=[CH:23][C:3]=1[O:4][C:5]1[CH:6]=[N:7][N:8]([CH:12]([CH2:16][CH:17]2[CH2:22][CH2:21][CH2:20][CH2:19][CH2:18]2)[C:13]([OH:15])=O)[C:9](=[O:11])[CH:10]=1.[NH2:29][C:30]1[CH:34]=[CH:33][N:32]([CH2:35][C:36]([CH3:39])([OH:38])[CH3:37])[N:31]=1, predict the reaction product. The product is: [Cl:1][C:2]1[CH:26]=[C:25]([O:27][CH3:28])[CH:24]=[CH:23][C:3]=1[O:4][C:5]1[CH:6]=[N:7][N:8]([CH:12]([CH2:16][CH:17]2[CH2:22][CH2:21][CH2:20][CH2:19][CH2:18]2)[C:13]([NH:29][C:30]2[CH:34]=[CH:33][N:32]([CH2:35][C:36]([OH:38])([CH3:37])[CH3:39])[N:31]=2)=[O:15])[C:9](=[O:11])[CH:10]=1.